From a dataset of Catalyst prediction with 721,799 reactions and 888 catalyst types from USPTO. Predict which catalyst facilitates the given reaction. Reactant: [CH:1]1([NH:4][C:5]2[C:14]([N+:15]([O-])=O)=[CH:13][CH:12]=[CH:11][C:6]=2[C:7]([O:9][CH3:10])=[O:8])[CH2:3][CH2:2]1. Product: [NH2:15][C:14]1[C:5]([NH:4][CH:1]2[CH2:3][CH2:2]2)=[C:6]([CH:11]=[CH:12][CH:13]=1)[C:7]([O:9][CH3:10])=[O:8]. The catalyst class is: 19.